This data is from Catalyst prediction with 721,799 reactions and 888 catalyst types from USPTO. The task is: Predict which catalyst facilitates the given reaction. Reactant: [C:1]1([C:7]2[N:8]=[C:9]([N:12]([CH2:16][C:17]3[CH:39]=[CH:38][C:20]([CH2:21][O:22][C:23]4[CH:24]=[C:25]5[C:29](=[CH:30][CH:31]=4)[CH:28]([CH2:32][C:33]([O:35]CC)=[O:34])[CH2:27][CH2:26]5)=[CH:19][CH:18]=3)[CH2:13][CH2:14][CH3:15])[S:10][CH:11]=2)[CH:6]=[CH:5][CH:4]=[CH:3][CH:2]=1.C(O)C.[OH-].[Na+].C(O)(=O)CC(CC(O)=O)(C(O)=O)O. Product: [C:1]1([C:7]2[N:8]=[C:9]([N:12]([CH2:16][C:17]3[CH:39]=[CH:38][C:20]([CH2:21][O:22][C:23]4[CH:24]=[C:25]5[C:29](=[CH:30][CH:31]=4)[CH:28]([CH2:32][C:33]([OH:35])=[O:34])[CH2:27][CH2:26]5)=[CH:19][CH:18]=3)[CH2:13][CH2:14][CH3:15])[S:10][CH:11]=2)[CH:6]=[CH:5][CH:4]=[CH:3][CH:2]=1. The catalyst class is: 132.